Dataset: Peptide-MHC class I binding affinity with 185,985 pairs from IEDB/IMGT. Task: Regression. Given a peptide amino acid sequence and an MHC pseudo amino acid sequence, predict their binding affinity value. This is MHC class I binding data. The peptide sequence is EVIPYTPAM. The MHC is HLA-A02:50 with pseudo-sequence HLA-A02:50. The binding affinity (normalized) is 0.0847.